This data is from Catalyst prediction with 721,799 reactions and 888 catalyst types from USPTO. The task is: Predict which catalyst facilitates the given reaction. (1) Reactant: [CH:1]([O:4][C:5]([N:7]1[CH:12]([CH2:13][CH3:14])[CH2:11][CH:10]([N:15]([CH2:23][C:24]2[CH:29]=[C:28]([C:30]([F:33])([F:32])[F:31])[CH:27]=[C:26]([Cl:34])[CH:25]=2)[C:16]2[N:21]=[CH:20][C:19]([OH:22])=[CH:18][N:17]=2)[CH2:9][CH:8]1[CH2:35][CH3:36])=[O:6])([CH3:3])[CH3:2].[N:37]1([CH2:43][CH2:44]O)[CH2:42][CH2:41][O:40][CH2:39][CH2:38]1.C1(P(C2C=CC=CC=2)C2C=CC=CC=2)C=CC=CC=1.CCOC(/N=N/C(OCC)=O)=O. Product: [CH:1]([O:4][C:5]([N:7]1[CH:12]([CH2:13][CH3:14])[CH2:11][CH:10]([N:15]([CH2:23][C:24]2[CH:29]=[C:28]([C:30]([F:32])([F:31])[F:33])[CH:27]=[C:26]([Cl:34])[CH:25]=2)[C:16]2[N:17]=[CH:18][C:19]([O:22][CH2:44][CH2:43][N:37]3[CH2:42][CH2:41][O:40][CH2:39][CH2:38]3)=[CH:20][N:21]=2)[CH2:9][CH:8]1[CH2:35][CH3:36])=[O:6])([CH3:3])[CH3:2]. The catalyst class is: 1. (2) Reactant: C([O:3][C:4]([C:6]1[N:7]=[N:8][N:9]([CH2:18][C:19]2[CH:24]=[C:23]([C:25]([F:28])([F:27])[F:26])[CH:22]=[C:21]([C:29]([F:32])([F:31])[F:30])[CH:20]=2)[C:10]=1[C:11]1[CH:16]=[CH:15][CH:14]=[CH:13][C:12]=1[Cl:17])=[O:5])C.[OH-].[Na+]. Product: [F:32][C:29]([F:30])([F:31])[C:21]1[CH:20]=[C:19]([CH:24]=[C:23]([C:25]([F:26])([F:27])[F:28])[CH:22]=1)[CH2:18][N:9]1[C:10]([C:11]2[CH:16]=[CH:15][CH:14]=[CH:13][C:12]=2[Cl:17])=[C:6]([C:4]([OH:5])=[O:3])[N:7]=[N:8]1. The catalyst class is: 811. (3) Reactant: [CH2:1]([C:3]1[CH:8]=[CH:7][C:6]([S:9](Cl)(=[O:11])=[O:10])=[CH:5][C:4]=1[C:13]([F:16])([F:15])[F:14])[CH3:2].[Br:17][C:18]1[C:23]([NH2:24])=[CH:22][C:21]([Cl:25])=[CH:20][N:19]=1. Product: [Br:17][C:18]1[C:23]([NH:24][S:9]([C:6]2[CH:7]=[CH:8][C:3]([CH2:1][CH3:2])=[C:4]([C:13]([F:16])([F:15])[F:14])[CH:5]=2)(=[O:11])=[O:10])=[CH:22][C:21]([Cl:25])=[CH:20][N:19]=1. The catalyst class is: 17. (4) Reactant: [Cl:1][C:2]1[CH:7]=[CH:6][C:5]([CH2:8][CH:9]([NH:11][CH:12]=O)[CH3:10])=[CH:4][C:3]=1[O:14][CH3:15].O=P(Cl)(Cl)Cl.O.N. Product: [Cl:1][C:2]1[CH:7]=[C:6]2[C:5]([CH2:8][CH:9]([CH3:10])[N:11]=[CH:12]2)=[CH:4][C:3]=1[O:14][CH3:15]. The catalyst class is: 23. (5) Reactant: Cl.[CH3:2][NH:3][C:4](=[O:31])[CH2:5][NH:6][C:7](=[O:30])[CH2:8][C@H:9]1[CH2:20][CH2:19][C:18]2[S:17][C:16]3[N:15]=[CH:14][N:13]=[C:12]([O:21][CH:22]4[CH2:27][CH2:26][CH:25]([NH:28][CH3:29])[CH2:24][CH2:23]4)[C:11]=3[C:10]1=2.C=O.[C:34]([BH3-])#N.[Na+]. Product: [CH3:29][N:28]([CH3:34])[CH:25]1[CH2:24][CH2:23][CH:22]([O:21][C:12]2[C:11]3[C:10]4[C@@H:9]([CH2:8][C:7]([NH:6][CH2:5][C:4]([NH:3][CH3:2])=[O:31])=[O:30])[CH2:20][CH2:19][C:18]=4[S:17][C:16]=3[N:15]=[CH:14][N:13]=2)[CH2:27][CH2:26]1. The catalyst class is: 5.